Dataset: NCI-60 drug combinations with 297,098 pairs across 59 cell lines. Task: Regression. Given two drug SMILES strings and cell line genomic features, predict the synergy score measuring deviation from expected non-interaction effect. Cell line: HCT-15. Drug 1: C1CN1C2=NC(=NC(=N2)N3CC3)N4CC4. Drug 2: C1CC(=O)NC(=O)C1N2C(=O)C3=CC=CC=C3C2=O. Synergy scores: CSS=22.9, Synergy_ZIP=1.66, Synergy_Bliss=5.97, Synergy_Loewe=-11.8, Synergy_HSA=4.76.